This data is from Catalyst prediction with 721,799 reactions and 888 catalyst types from USPTO. The task is: Predict which catalyst facilitates the given reaction. (1) Reactant: [Si]([O:8][CH2:9][CH2:10][NH:11][C:12]1[CH:38]=[C:37]([N:39]2[CH2:44][CH2:43][N:42]([CH3:45])[CH2:41][CH2:40]2)[CH:36]=[CH:35][C:13]=1[C:14]([NH:16][C:17]1[C:25]2[C:20](=[CH:21][CH:22]=[C:23]([CH2:26][C:27]3[CH:32]=[C:31]([F:33])[CH:30]=[C:29]([F:34])[CH:28]=3)[CH:24]=2)[NH:19][N:18]=1)=[O:15])(C(C)(C)C)(C)C.CCCC[N+](CCCC)(CCCC)CCCC.[F-]. Product: [F:33][C:31]1[CH:32]=[C:27]([CH:28]=[C:29]([F:34])[CH:30]=1)[CH2:26][C:23]1[CH:24]=[C:25]2[C:20](=[CH:21][CH:22]=1)[NH:19][N:18]=[C:17]2[NH:16][C:14](=[O:15])[C:13]1[CH:35]=[CH:36][C:37]([N:39]2[CH2:40][CH2:41][N:42]([CH3:45])[CH2:43][CH2:44]2)=[CH:38][C:12]=1[NH:11][CH2:10][CH2:9][OH:8]. The catalyst class is: 1. (2) Reactant: C([O:5][C:6]([C:8]([CH2:22][CH:23]([CH3:25])[CH3:24])([CH2:16][C:17]([O:19][CH2:20][CH3:21])=[O:18])[C:9]([O:11]C(C)(C)C)=[O:10])=[O:7])(C)(C)C. Product: [CH2:20]([O:19][C:17]([CH2:16][C:8]([CH2:22][CH:23]([CH3:24])[CH3:25])([C:6]([OH:7])=[O:5])[C:9]([OH:11])=[O:10])=[O:18])[CH3:21]. The catalyst class is: 67. (3) Reactant: [OH-].[Na+].C[O:4][C:5](=[O:21])[CH2:6][C:7]1[CH:12]=[CH:11][C:10]([O:13][CH:14]2[CH2:18][CH2:17][CH2:16][CH2:15]2)=[C:9]([O:19][CH3:20])[CH:8]=1.O. Product: [CH:14]1([O:13][C:10]2[CH:11]=[CH:12][C:7]([CH2:6][C:5]([OH:21])=[O:4])=[CH:8][C:9]=2[O:19][CH3:20])[CH2:15][CH2:16][CH2:17][CH2:18]1. The catalyst class is: 5. (4) Reactant: [CH2:1]([O:3][C:4]([C:6]1[N:7]=[C:8](Br)[S:9][CH:10]=1)=[O:5])[CH3:2].[CH3:12][O:13][C:14]1[CH:19]=[CH:18][C:17](B(O)O)=[CH:16][CH:15]=1.COC1C=CC=C(OC)C=1C1C=CC=CC=1P(C1CCCCC1)C1CCCCC1.O.[O-]P([O-])([O-])=O.[K+].[K+].[K+]. Product: [CH2:1]([O:3][C:4]([C:6]1[N:7]=[C:8]([C:17]2[CH:18]=[CH:19][C:14]([O:13][CH3:12])=[CH:15][CH:16]=2)[S:9][CH:10]=1)=[O:5])[CH3:2]. The catalyst class is: 110. (5) The catalyst class is: 102. Reactant: Br[C:2]1[N:7]=[CH:6][C:5]2=[N:8][N:9]([CH3:12])[C:10]([CH3:11])=[C:4]2[CH:3]=1.[NH2:13][C:14]1[C:15](=[O:22])[N:16]([CH3:21])[CH:17]=[C:18]([Br:20])[CH:19]=1.C(=O)([O-])[O-].[Cs+].[Cs+].C1C=CC(P(C2C(C3C(P(C4C=CC=CC=4)C4C=CC=CC=4)=CC=C4C=3C=CC=C4)=C3C(C=CC=C3)=CC=2)C2C=CC=CC=2)=CC=1. Product: [Br:20][C:18]1[CH:19]=[C:14]([NH:13][C:2]2[N:7]=[CH:6][C:5]3=[N:8][N:9]([CH3:12])[C:10]([CH3:11])=[C:4]3[CH:3]=2)[C:15](=[O:22])[N:16]([CH3:21])[CH:17]=1. (6) Reactant: [CH3:1][O:2][C:3]1[CH:12]=[C:11]2[C:6]([C:7](=O)[NH:8][CH:9]=[N:10]2)=[CH:5][CH:4]=1.S(Cl)([Cl:16])=O. Product: [Cl:16][C:7]1[C:6]2[C:11](=[CH:12][C:3]([O:2][CH3:1])=[CH:4][CH:5]=2)[N:10]=[CH:9][N:8]=1. The catalyst class is: 3.